Dataset: NCI-60 drug combinations with 297,098 pairs across 59 cell lines. Task: Regression. Given two drug SMILES strings and cell line genomic features, predict the synergy score measuring deviation from expected non-interaction effect. (1) Drug 1: CC12CCC(CC1=CCC3C2CCC4(C3CC=C4C5=CN=CC=C5)C)O. Drug 2: CN1C(=O)N2C=NC(=C2N=N1)C(=O)N. Cell line: SK-OV-3. Synergy scores: CSS=-0.821, Synergy_ZIP=1.10, Synergy_Bliss=0.178, Synergy_Loewe=-3.40, Synergy_HSA=-2.25. (2) Drug 1: CC1C(C(CC(O1)OC2CC(CC3=C2C(=C4C(=C3O)C(=O)C5=C(C4=O)C(=CC=C5)OC)O)(C(=O)CO)O)N)O.Cl. Drug 2: B(C(CC(C)C)NC(=O)C(CC1=CC=CC=C1)NC(=O)C2=NC=CN=C2)(O)O. Cell line: M14. Synergy scores: CSS=43.9, Synergy_ZIP=2.66, Synergy_Bliss=3.91, Synergy_Loewe=-17.5, Synergy_HSA=3.72. (3) Drug 1: C1CN1C2=NC(=NC(=N2)N3CC3)N4CC4. Drug 2: CNC(=O)C1=NC=CC(=C1)OC2=CC=C(C=C2)NC(=O)NC3=CC(=C(C=C3)Cl)C(F)(F)F. Cell line: CCRF-CEM. Synergy scores: CSS=35.6, Synergy_ZIP=-17.5, Synergy_Bliss=-30.9, Synergy_Loewe=-33.8, Synergy_HSA=-28.8. (4) Drug 1: COC1=C(C=C2C(=C1)N=CN=C2NC3=CC(=C(C=C3)F)Cl)OCCCN4CCOCC4. Drug 2: C1CN(CCN1C(=O)CCBr)C(=O)CCBr. Cell line: COLO 205. Synergy scores: CSS=37.1, Synergy_ZIP=-1.95, Synergy_Bliss=4.89, Synergy_Loewe=2.33, Synergy_HSA=4.63. (5) Drug 1: C(=O)(N)NO. Drug 2: CCCCCOC(=O)NC1=NC(=O)N(C=C1F)C2C(C(C(O2)C)O)O. Cell line: HOP-62. Synergy scores: CSS=3.53, Synergy_ZIP=3.80, Synergy_Bliss=-4.15, Synergy_Loewe=-2.91, Synergy_HSA=-4.30.